Dataset: Forward reaction prediction with 1.9M reactions from USPTO patents (1976-2016). Task: Predict the product of the given reaction. (1) Given the reactants [NH2:1][C:2]1[CH:7]=[CH:6][CH:5]=[CH:4][C:3]=1[N:8]1[C:32](=[O:33])[C:11]2=[CH:12][N:13]([CH2:20][C:21]3[CH:26]=[CH:25][C:24]([N:27]4[CH:31]=[CH:30][CH:29]=[N:28]4)=[CH:23][CH:22]=3)[C:14]3[CH:15]=[CH:16][CH:17]=[CH:18][C:19]=3[C:10]2=[N:9]1.[CH:34](=O)[CH3:35].C(O)(=O)C.[BH4-].[Na+], predict the reaction product. The product is: [CH2:34]([NH:1][C:2]1[CH:7]=[CH:6][CH:5]=[CH:4][C:3]=1[N:8]1[C:32](=[O:33])[C:11]2=[CH:12][N:13]([CH2:20][C:21]3[CH:26]=[CH:25][C:24]([N:27]4[CH:31]=[CH:30][CH:29]=[N:28]4)=[CH:23][CH:22]=3)[C:14]3[CH:15]=[CH:16][CH:17]=[CH:18][C:19]=3[C:10]2=[N:9]1)[CH3:35]. (2) The product is: [C:34]([O:33][C@@H:32]1[CH2:37][C@@H:38]([CH2:40][O:41][C:42]([C:43]2[CH:48]=[CH:47][CH:46]=[CH:45][CH:44]=2)=[O:49])[O:39][C@H:31]1[N:13]1[CH:12]=[N:11][C:10]2[C:14]1=[N:15][CH:16]=[N:17][C:9]=2[Cl:8])(=[O:36])[CH3:35]. Given the reactants S([O-])([O-])(=O)=O.[NH4+].[NH4+].[Cl:8][C:9]1[N:17]=[CH:16][N:15]=[C:14]2[C:10]=1[NH:11][CH:12]=[N:13]2.C[Si](C)(C)N[Si](C)(C)C.C(O[CH:31]1[O:39][C@H:38]([CH2:40][O:41][C:42](=[O:49])[C:43]2[CH:48]=[CH:47][CH:46]=[CH:45][CH:44]=2)[CH2:37][C@H:32]1[O:33][C:34](=[O:36])[CH3:35])(=O)C.O([Si](C)(C)C)S(C(F)(F)F)(=O)=O.C(=O)(O)[O-].[Na+], predict the reaction product. (3) Given the reactants [CH2:1]([Li])[CH2:2][CH2:3][CH3:4].CC[O:8][CH2:9][CH3:10], predict the reaction product. The product is: [CH2:9]([OH:8])[CH2:10][CH2:4][CH2:3]/[CH:2]=[CH:1]/[CH2:1][CH2:2][CH2:3][CH3:4]. (4) The product is: [C:27]([NH:1][CH2:2][CH2:3][O:4][C@@H:5]([C:19]1[CH:24]=[CH:23][CH:22]=[C:21]([Cl:25])[C:20]=1[F:26])[C@@H:6]1[CH2:11][CH2:10][CH2:9][N:8]([C:12]([O:14][C:15]([CH3:18])([CH3:17])[CH3:16])=[O:13])[CH2:7]1)(=[O:29])[CH3:28]. Given the reactants [NH2:1][CH2:2][CH2:3][O:4][C@@H:5]([C:19]1[CH:24]=[CH:23][CH:22]=[C:21]([Cl:25])[C:20]=1[F:26])[C@@H:6]1[CH2:11][CH2:10][CH2:9][N:8]([C:12]([O:14][C:15]([CH3:18])([CH3:17])[CH3:16])=[O:13])[CH2:7]1.[C:27](Cl)(=[O:29])[CH3:28], predict the reaction product. (5) Given the reactants [F:1][C:2]1[CH:7]=[CH:6][C:5]([C@H:8]2[CH2:13][CH2:12][CH2:11][C@@H:10](C=C)[N:9]2[C:16](=[O:20])[CH2:17][CH:18]=[CH2:19])=[CH:4][CH:3]=1, predict the reaction product. The product is: [F:1][C:2]1[CH:3]=[CH:4][C:5]([C@H:8]2[CH2:13][CH2:12][CH2:11][C@@H:10]3[N:9]2[C:16](=[O:20])[CH2:17][CH:18]=[CH:19]3)=[CH:6][CH:7]=1. (6) Given the reactants Cl[C:2]1[C:7]2[C:8]3[CH2:14][CH2:13][CH2:12][CH2:11][C:9]=3[Se:10][C:6]=2[N:5]=[CH:4][N:3]=1.[CH3:15][S:16][C:17]1[S:18][C:19]([N+:23]([O-:25])=[O:24])=[C:20]([NH2:22])[N:21]=1.[OH-].[Na+], predict the reaction product. The product is: [CH3:15][S:16][C:17]1[S:18][C:19]([N+:23]([O-:25])=[O:24])=[C:20]([NH:22][C:2]2[C:7]3[C:8]4[CH2:14][CH2:13][CH2:12][CH2:11][C:9]=4[Se:10][C:6]=3[N:5]=[CH:4][N:3]=2)[N:21]=1. (7) Given the reactants C[Mg+].[Br-].[C:4]1(C)C=CC=CC=1.C1COCC1.[C:16]([C:20]1[CH:27]=[CH:26][C:23]([C:24]#[N:25])=[CH:22][N:21]=1)([CH3:19])([CH3:18])[CH3:17].[BH4-].[Na+], predict the reaction product. The product is: [C:16]([C:20]1[N:21]=[CH:22][C:23]([CH:24]([NH2:25])[CH3:4])=[CH:26][CH:27]=1)([CH3:19])([CH3:17])[CH3:18]. (8) Given the reactants Cl[C:2]1[N:7]=[C:6]([NH:8][C:9]2[CH:18]=[CH:17][CH:16]=[CH:15][C:10]=2[C:11]([NH:13][CH3:14])=[O:12])[C:5]([C:19]([F:22])([F:21])[F:20])=[CH:4][N:3]=1.[NH2:23][C:24]1[CH:38]=[CH:37][C:27]([CH2:28][P:29](=[O:36])([O:33][CH2:34][CH3:35])[O:30][CH2:31][CH3:32])=[CH:26][C:25]=1[O:39][CH3:40], predict the reaction product. The product is: [CH3:40][O:39][C:25]1[CH:26]=[C:27]([CH:37]=[CH:38][C:24]=1[NH:23][C:2]1[N:7]=[C:6]([NH:8][C:9]2[CH:18]=[CH:17][CH:16]=[CH:15][C:10]=2[C:11](=[O:12])[NH:13][CH3:14])[C:5]([C:19]([F:22])([F:21])[F:20])=[CH:4][N:3]=1)[CH2:28][P:29](=[O:36])([O:33][CH2:34][CH3:35])[O:30][CH2:31][CH3:32]. (9) Given the reactants [CH3:1][C:2]1[C:3]([CH2:14][S:15][C:16]2[NH:20][C:19]3[CH:21]=[CH:22][CH:23]=[CH:24][C:18]=3[N:17]=2)=[N:4][CH:5]=[CH:6][C:7]=1[O:8][CH2:9][C:10]([F:13])([F:12])[F:11].C(=O)([O-])[OH:26].[Na+].C(#N)C.[CH3:33][O:34][CH2:35][C:36]([O:38][CH:39](I)[CH3:40])=[O:37], predict the reaction product. The product is: [CH3:33][O:34][CH2:35][C:36]([O:38][CH:39]([N:20]1[C:19]2[CH:21]=[CH:22][CH:23]=[CH:24][C:18]=2[N:17]=[C:16]1[S:15]([CH2:14][C:3]1[C:2]([CH3:1])=[C:7]([O:8][CH2:9][C:10]([F:12])([F:11])[F:13])[CH:6]=[CH:5][N:4]=1)=[O:26])[CH3:40])=[O:37]. (10) The product is: [CH:1]([N:4]1[CH2:9][CH2:8][N:7]([C:10]([C@H:12]2[CH2:13][CH2:14][C@H:15]([O:18][C:22]3[CH:29]=[CH:28][C:25]([C:26]#[N:27])=[CH:24][N:23]=3)[CH2:16][CH2:17]2)=[O:11])[CH2:6][CH2:5]1)([CH3:3])[CH3:2]. Given the reactants [CH:1]([N:4]1[CH2:9][CH2:8][N:7]([C:10]([C@H:12]2[CH2:17][CH2:16][C@H:15]([OH:18])[CH2:14][CH2:13]2)=[O:11])[CH2:6][CH2:5]1)([CH3:3])[CH3:2].[H-].[Na+].Cl[C:22]1[CH:29]=[CH:28][C:25]([C:26]#[N:27])=[CH:24][N:23]=1.C([O-])(O)=O.[Na+], predict the reaction product.